The task is: Binary Classification. Given a drug SMILES string, predict its activity (active/inactive) in a high-throughput screening assay against a specified biological target.. This data is from Tyrosyl-DNA phosphodiesterase HTS with 341,365 compounds. (1) The molecule is S(=O)(=O)(N1CCN(C2CC(=O)N(C2=O)Cc2ccccc2)CC1)c1cc(c(cc1)C)C. The result is 0 (inactive). (2) The compound is s1c2C(NC(Cc2c(c1/N=C\N1CCCCCC1)C#N)(C)C)(C)C. The result is 0 (inactive). (3) The compound is Clc1cc(NC(=O)NCc2nc3sccn3c2)ccc1. The result is 0 (inactive). (4) The result is 1 (active). The drug is Fc1ccc(COc2ccc(cc2)/C=C(\C(=O)Nc2cc(ccc2)C(O)=O)C#N)cc1. (5) The compound is S(C=1N(CCN1)C(=O)c1occc1)Cc1ccc(cc1)C. The result is 0 (inactive). (6) The compound is O(c1cc(c2nn(CC(=O)Nc3cc(O)ccc3)c(=O)cc2)ccc1OC)C. The result is 0 (inactive). (7) The drug is O=C/1NC(=O)NC(=O)C1=C(/NNC(=O)N)CC. The result is 0 (inactive). (8) The drug is S(=O)(=O)(Cc1oc(C(=O)N2CCN(CC2)c2c(F)cccc2)cc1)c1c(cccc1)C. The result is 0 (inactive).